Predict the product of the given reaction. From a dataset of Forward reaction prediction with 1.9M reactions from USPTO patents (1976-2016). (1) Given the reactants [F:1][C:2]([F:17])([F:16])[O:3][C:4]1[CH:15]=[CH:14][C:7]([CH:8]=[C:9]([C:12]#[N:13])[C:10]#[N:11])=[CH:6][CH:5]=1.[CH:18]([Mg]Br)([CH3:20])[CH3:19].C(C(CC1C=CC=CC=1Cl)(C#N)C#N)C=C, predict the reaction product. The product is: [F:1][C:2]([F:16])([F:17])[O:3][C:4]1[CH:5]=[CH:6][C:7]([CH:8]([CH:9]([C:12]#[N:13])[C:10]#[N:11])[CH:18]([CH3:20])[CH3:19])=[CH:14][CH:15]=1. (2) Given the reactants [Br:1][CH2:2][C:3]1[CH:8]=[CH:7][CH:6]=[C:5]([N+:9]([O-:11])=[O:10])[C:4]=1[N+:12]([O-:14])=[O:13].[C:15]1([P:21]([C:28]2[CH:33]=[CH:32][CH:31]=[CH:30][CH:29]=2)[C:22]2[CH:27]=[CH:26][CH:25]=[CH:24][CH:23]=2)[CH:20]=[CH:19][CH:18]=[CH:17][CH:16]=1, predict the reaction product. The product is: [Br-:1].[N+:12]([C:4]1[C:5]([N+:9]([O-:11])=[O:10])=[CH:6][CH:7]=[CH:8][C:3]=1[CH2:2][P+:21]([C:22]1[CH:23]=[CH:24][CH:25]=[CH:26][CH:27]=1)([C:28]1[CH:33]=[CH:32][CH:31]=[CH:30][CH:29]=1)[C:15]1[CH:16]=[CH:17][CH:18]=[CH:19][CH:20]=1)([O-:14])=[O:13]. (3) Given the reactants [Cl:1][C:2]1[C:7]([Cl:8])=[CH:6][CH:5]=[CH:4][C:3]=1[C:9]1[CH:10]=[C:11]2[C:16]3=[C:17]([C@H:19]4[CH2:24][N:23](C(OC(C)(C)C)=O)[CH2:22][CH2:21][C@H:20]4[N:15]3[CH2:14][CH2:13][CH2:12]2)[CH:18]=1.[OH-].[Na+], predict the reaction product. The product is: [Cl:1][C:2]1[C:7]([Cl:8])=[CH:6][CH:5]=[CH:4][C:3]=1[C:9]1[CH:10]=[C:11]2[C:16]3=[C:17]([C@H:19]4[CH2:24][NH:23][CH2:22][CH2:21][C@H:20]4[N:15]3[CH2:14][CH2:13][CH2:12]2)[CH:18]=1. (4) Given the reactants Cl.Cl.[CH2:3]([O:5][C:6](=[O:28])[CH2:7][C:8]1[CH:9]=[N:10][CH:11]=[C:12]([C:14]2[CH:19]=[CH:18][C:17]([C:20]([F:23])([F:22])[F:21])=[CH:16][C:15]=2[CH2:24][NH:25][CH2:26][CH3:27])[CH:13]=1)[CH3:4].[CH2:29]([O:31][C:32]1[CH:37]=[C:36]([O:38][CH2:39][CH3:40])[N:35]=[C:34]([CH2:41][C:42](O)=[O:43])[N:33]=1)[CH3:30], predict the reaction product. The product is: [CH2:3]([O:5][C:6](=[O:28])[CH2:7][C:8]1[CH:9]=[N:10][CH:11]=[C:12]([C:14]2[CH:19]=[CH:18][C:17]([C:20]([F:21])([F:23])[F:22])=[CH:16][C:15]=2[CH2:24][N:25]([C:42](=[O:43])[CH2:41][C:34]2[N:35]=[C:36]([O:38][CH2:39][CH3:40])[CH:37]=[C:32]([O:31][CH2:29][CH3:30])[N:33]=2)[CH2:26][CH3:27])[CH:13]=1)[CH3:4]. (5) Given the reactants C([N:4]1[C:12]2[C:7](=[CH:8][C:9]([N+:13]([O-:15])=[O:14])=[CH:10][CH:11]=2)[C:6](=[C:16](OCC)[C:17]2[CH:22]=[CH:21][CH:20]=[CH:19][CH:18]=2)[C:5]1=[O:26])(=O)C.[CH3:27][N:28]([CH2:30][C:31]([NH:33][CH2:34][C:35]1[CH:36]=[C:37]([CH:39]=[CH:40][CH:41]=1)[NH2:38])=[O:32])[CH3:29].[OH-].[Na+], predict the reaction product. The product is: [CH3:29][N:28]([CH2:30][C:31]([NH:33][CH2:34][C:35]1[CH:36]=[C:37]([NH:38]/[C:16](=[C:6]2\[C:5](=[O:26])[NH:4][C:12]3[C:7]\2=[CH:8][C:9]([N+:13]([O-:15])=[O:14])=[CH:10][CH:11]=3)/[C:17]2[CH:22]=[CH:21][CH:20]=[CH:19][CH:18]=2)[CH:39]=[CH:40][CH:41]=1)=[O:32])[CH3:27].